This data is from Forward reaction prediction with 1.9M reactions from USPTO patents (1976-2016). The task is: Predict the product of the given reaction. Given the reactants [N:1]1[CH:6]=[CH:5][CH:4]=[C:3]([S:7](Cl)(=[O:9])=[O:8])[CH:2]=1.[NH2:11][CH2:12][C:13]1[N:18]=[C:17]([N:19]([CH2:27][C:28]([O:30][C:31]([CH3:34])([CH3:33])[CH3:32])=[O:29])[C:20]([O:22][C:23]([CH3:26])([CH3:25])[CH3:24])=[O:21])[CH:16]=[CH:15][CH:14]=1.C(N(CC)CC)C.S([O-])(O)(=O)=O.[K+], predict the reaction product. The product is: [C:23]([O:22][C:20]([N:19]([CH2:27][C:28]([O:30][C:31]([CH3:34])([CH3:33])[CH3:32])=[O:29])[C:17]1[CH:16]=[CH:15][CH:14]=[C:13]([CH2:12][NH:11][S:7]([C:3]2[CH:2]=[N:1][CH:6]=[CH:5][CH:4]=2)(=[O:9])=[O:8])[N:18]=1)=[O:21])([CH3:26])([CH3:25])[CH3:24].